Dataset: Merck oncology drug combination screen with 23,052 pairs across 39 cell lines. Task: Regression. Given two drug SMILES strings and cell line genomic features, predict the synergy score measuring deviation from expected non-interaction effect. (1) Drug 1: O=c1[nH]cc(F)c(=O)[nH]1. Drug 2: COC1=C2CC(C)CC(OC)C(O)C(C)C=C(C)C(OC(N)=O)C(OC)C=CC=C(C)C(=O)NC(=CC1=O)C2=O. Cell line: A427. Synergy scores: synergy=3.60. (2) Drug 1: CN1C(=O)C=CC2(C)C3CCC4(C)C(NC(=O)OCC(F)(F)F)CCC4C3CCC12. Drug 2: COc1cc(C2c3cc4c(cc3C(OC3OC5COC(C)OC5C(O)C3O)C3COC(=O)C23)OCO4)cc(OC)c1O. Cell line: CAOV3. Synergy scores: synergy=118. (3) Drug 1: Cn1nnc2c(C(N)=O)ncn2c1=O. Drug 2: NC1CCCCC1N.O=C(O)C(=O)O.[Pt+2]. Cell line: SW620. Synergy scores: synergy=-0.625. (4) Drug 1: COC1CC2CCC(C)C(O)(O2)C(=O)C(=O)N2CCCCC2C(=O)OC(C(C)CC2CCC(OP(C)(C)=O)C(OC)C2)CC(=O)C(C)C=C(C)C(O)C(OC)C(=O)C(C)CC(C)C=CC=CC=C1C. Drug 2: CCc1c2c(nc3ccc(O)cc13)-c1cc3c(c(=O)n1C2)COC(=O)C3(O)CC. Cell line: HT29. Synergy scores: synergy=10.9. (5) Drug 1: CN(C)C(=N)N=C(N)N. Drug 2: O=C(CCCCCCC(=O)Nc1ccccc1)NO. Cell line: UWB1289BRCA1. Synergy scores: synergy=-0.909. (6) Cell line: OVCAR3. Synergy scores: synergy=16.5. Drug 1: N.N.O=C(O)C1(C(=O)O)CCC1.[Pt]. Drug 2: NC(=O)c1cccc2cn(-c3ccc(C4CCCNC4)cc3)nc12.